The task is: Predict which catalyst facilitates the given reaction.. This data is from Catalyst prediction with 721,799 reactions and 888 catalyst types from USPTO. (1) Reactant: [CH3:1][O:2][C:3]1[C:4](/[CH:13]=[CH:14]/[C:15]2[N:16]=[C:17]3[C:22]([N:23]4[CH2:28][CH2:27][O:26][CH2:25][CH2:24]4)=[CH:21][CH:20]=[N:19][N:18]3[C:29]=2[C:30]2[CH:42]=[CH:41][C:33]([C:34]([O:36]C(C)(C)C)=[O:35])=[CH:32][CH:31]=2)=[N:5][C:6]2[C:11]([CH:12]=1)=[CH:10][CH:9]=[CH:8][CH:7]=2.C(O)(C(F)(F)F)=O. Product: [CH3:1][O:2][C:3]1[C:4](/[CH:13]=[CH:14]/[C:15]2[N:16]=[C:17]3[C:22]([N:23]4[CH2:24][CH2:25][O:26][CH2:27][CH2:28]4)=[CH:21][CH:20]=[N:19][N:18]3[C:29]=2[C:30]2[CH:31]=[CH:32][C:33]([C:34]([OH:36])=[O:35])=[CH:41][CH:42]=2)=[N:5][C:6]2[C:11]([CH:12]=1)=[CH:10][CH:9]=[CH:8][CH:7]=2. The catalyst class is: 2. (2) Reactant: [CH:1]1([CH2:7][CH2:8][CH2:9][C:10]2[CH:11]=[C:12]([CH:30]=[CH:31][CH:32]=2)[C:13]([N:15]2[CH2:20][CH2:19][N:18]([C:21]([NH:23][C:24]3[CH:25]=[N:26][CH:27]=[CH:28][CH:29]=3)=[O:22])[CH2:17][CH2:16]2)=[O:14])[CH2:6][CH2:5][CH2:4][CH2:3][CH2:2]1.[C:33]([OH:38])(=[O:37])[C:34]([OH:36])=[O:35]. Product: [C:33]([OH:38])(=[O:37])[C:34]([OH:36])=[O:35].[CH:1]1([CH2:7][CH2:8][CH2:9][C:10]2[CH:11]=[C:12]([CH:30]=[CH:31][CH:32]=2)[C:13]([N:15]2[CH2:20][CH2:19][N:18]([C:21]([NH:23][C:24]3[CH:25]=[N:26][CH:27]=[CH:28][CH:29]=3)=[O:22])[CH2:17][CH2:16]2)=[O:14])[CH2:6][CH2:5][CH2:4][CH2:3][CH2:2]1. The catalyst class is: 8. (3) Reactant: [CH:1]1(Br)[CH2:3][CH2:2]1.[Mg].II.[F:8][C:9]1[CH:22]=[C:21]([O:23][CH3:24])[CH:20]=[C:19](F)[C:10]=1[C:11]([NH:13][C:14]([CH3:18])([CH3:17])[CH2:15][OH:16])=O. Product: [CH:1]1([C:19]2[CH:20]=[C:21]([O:23][CH3:24])[CH:22]=[C:9]([F:8])[C:10]=2[C:11]2[O:16][CH2:15][C:14]([CH3:18])([CH3:17])[N:13]=2)[CH2:3][CH2:2]1. The catalyst class is: 7.